From a dataset of Forward reaction prediction with 1.9M reactions from USPTO patents (1976-2016). Predict the product of the given reaction. (1) Given the reactants [CH2:1]([C:3]1[N:4]([C:28]2[CH:33]=[CH:32][C:31]([O:34][C:35]3([CH2:40][OH:41])[CH2:39][CH2:38][CH2:37][CH2:36]3)=[CH:30][CH:29]=2)[C:5](=[O:27])[C:6]([CH2:12][C:13]2[CH:18]=[CH:17][C:16]([C:19]3[C:20]([C:25]#[N:26])=[CH:21][CH:22]=[CH:23][CH:24]=3)=[CH:15][CH:14]=2)=[C:7]([CH2:9][CH2:10][CH3:11])[N:8]=1)[CH3:2].[N:42]1C(C)=CC=CC=1C.FC(F)(F)S(O[Si](C(C)(C)C)(C)C)(=O)=O.[C:65]([O:68]CC)(=[O:67])C, predict the reaction product. The product is: [CH2:1]([C:3]1[N:4]([C:28]2[CH:33]=[CH:32][C:31]([O:34][C:35]3([CH2:40][OH:41])[CH2:36][CH2:37][CH2:38][CH2:39]3)=[CH:30][CH:29]=2)[C:5](=[O:27])[C:6]([CH2:12][C:13]2[CH:14]=[CH:15][C:16]([C:19]3[CH:24]=[CH:23][CH:22]=[CH:21][C:20]=3[C:25]3[NH:42][C:65](=[O:67])[O:68][N:26]=3)=[CH:17][CH:18]=2)=[C:7]([CH2:9][CH2:10][CH3:11])[N:8]=1)[CH3:2]. (2) Given the reactants [Br:1][C:2]1[C:9]([O:10][CH3:11])=[CH:8][C:5]([CH:6]=[O:7])=[CH:4][C:3]=1[O:12][CH3:13].C1(C)C(S([CH2:23][N+:24]#[C-:25])(=O)=O)=CC=CC=1, predict the reaction product. The product is: [Br:1][C:2]1[C:9]([O:10][CH3:11])=[CH:8][C:5]([C:6]2[O:7][CH:25]=[N:24][CH:23]=2)=[CH:4][C:3]=1[O:12][CH3:13]. (3) Given the reactants [CH:1]1([CH:7]([NH:22][C:23]2[CH:31]=[CH:30][C:26]([C:27](O)=[O:28])=[CH:25][CH:24]=2)[C:8]2[CH:12]=[C:11]([C:13]3[CH:18]=[CH:17][C:16]([F:19])=[CH:15][C:14]=3[CH3:20])[O:10][C:9]=2[CH3:21])[CH2:6][CH2:5][CH2:4][CH2:3][CH2:2]1.[CH3:32][NH:33][CH2:34][CH2:35][C:36]([O:38]CC)=[O:37], predict the reaction product. The product is: [CH:1]1([CH:7]([NH:22][C:23]2[CH:31]=[CH:30][C:26]([C:27]([N:33]([CH3:32])[CH2:34][CH2:35][C:36]([OH:38])=[O:37])=[O:28])=[CH:25][CH:24]=2)[C:8]2[CH:12]=[C:11]([C:13]3[CH:18]=[CH:17][C:16]([F:19])=[CH:15][C:14]=3[CH3:20])[O:10][C:9]=2[CH3:21])[CH2:2][CH2:3][CH2:4][CH2:5][CH2:6]1. (4) Given the reactants [CH2:1]([NH:8][CH:9]1[CH2:15][CH2:14][CH2:13][C:12]2[CH:16]=[CH:17][C:18]([O:20][CH3:21])=[CH:19][C:11]=2[CH2:10]1)[C:2]1[CH:7]=[CH:6][CH:5]=[CH:4][CH:3]=1.[Cl:22][C:23]1[CH:24]=[C:25]([C@@H:29]2[CH2:31][O:30]2)[CH:26]=[CH:27][CH:28]=1, predict the reaction product. The product is: [CH2:1]([N:8]([CH2:31][C@@H:29]([C:25]1[CH:26]=[CH:27][CH:28]=[C:23]([Cl:22])[CH:24]=1)[OH:30])[CH:9]1[CH2:15][CH2:14][CH2:13][C:12]2[CH:16]=[CH:17][C:18]([O:20][CH3:21])=[CH:19][C:11]=2[CH2:10]1)[C:2]1[CH:3]=[CH:4][CH:5]=[CH:6][CH:7]=1. (5) Given the reactants [Br:1][C:2]1[CH:7]=[CH:6][C:5]([N:8]2[C:12]([CH3:13])=[C:11]([CH2:14][C:15]3[CH:24]=[CH:23][C:18]([C:19]([O:21]C)=[O:20])=[CH:17][CH:16]=3)[C:10]([CH3:25])=[N:9]2)=[CH:4][C:3]=1[Cl:26].C(OCC)(=O)C.O.[OH-].[Li+].Cl, predict the reaction product. The product is: [Br:1][C:2]1[CH:7]=[CH:6][C:5]([N:8]2[C:12]([CH3:13])=[C:11]([CH2:14][C:15]3[CH:24]=[CH:23][C:18]([C:19]([OH:21])=[O:20])=[CH:17][CH:16]=3)[C:10]([CH3:25])=[N:9]2)=[CH:4][C:3]=1[Cl:26]. (6) The product is: [O:14]1[C:3]2[CH:2]=[CH:1][C:6](/[CH:7]=[CH:8]/[C:9]([O:11][CH3:16])=[O:10])=[CH:5][C:4]=2[O:12][CH2:13]1. Given the reactants [CH:1]1[C:6](/[CH:7]=[CH:8]/[C:9]([OH:11])=[O:10])=[CH:5][C:4]2[O:12][CH2:13][O:14][C:3]=2[CH:2]=1.O.[C:16]1(C)C=CC(S(O)(=O)=O)=CC=1, predict the reaction product.